Dataset: Forward reaction prediction with 1.9M reactions from USPTO patents (1976-2016). Task: Predict the product of the given reaction. Given the reactants F[C:2]1[CH:7]=[CH:6][C:5]([NH:8][C:9](=[O:11])[CH3:10])=[CH:4][C:3]=1[N+:12]([O-:14])=[O:13].[NH2:15][CH2:16][CH:17]1[CH2:22][CH2:21][O:20][CH2:19][CH2:18]1, predict the reaction product. The product is: [N+:12]([C:3]1[CH:4]=[C:5]([NH:8][C:9](=[O:11])[CH3:10])[CH:6]=[CH:7][C:2]=1[NH:15][CH2:16][CH:17]1[CH2:22][CH2:21][O:20][CH2:19][CH2:18]1)([O-:14])=[O:13].